From a dataset of Reaction yield outcomes from USPTO patents with 853,638 reactions. Predict the reaction yield, written as a fraction of the theoretical maximum amount of product (1.0 means a 100% yield; for example, 0.34 means a 34% yield). (1) The reactants are [Cl:1][C:2]1[C:3]([CH3:31])=[C:4]([NH:10][C@H:11]([C@H:28]([OH:30])[CH3:29])[C:12]([NH:14][NH:15][C:16](=O)[C:17]2[CH:22]=[CH:21][C:20]([S:23]([CH3:26])(=[O:25])=[O:24])=[CH:19][CH:18]=2)=[O:13])[CH:5]=[CH:6][C:7]=1[C:8]#[N:9].S(Cl)(C1C=CC(C)=CC=1)(=O)=O.C(N=P1(N(CC)CC)N(C)CCCN1C)(C)(C)C. The catalyst is C1COCC1. The product is [Cl:1][C:2]1[C:3]([CH3:31])=[C:4]([NH:10][C@@H:11]([C:12]2[O:13][C:16]([C:17]3[CH:18]=[CH:19][C:20]([S:23]([CH3:26])(=[O:24])=[O:25])=[CH:21][CH:22]=3)=[N:15][N:14]=2)[C@H:28]([OH:30])[CH3:29])[CH:5]=[CH:6][C:7]=1[C:8]#[N:9]. The yield is 0.250. (2) The reactants are Br[C:2]1[CH:3]=[CH:4][N:5]2[C:10]=1[C:9]([NH2:11])=[N:8][CH:7]=[N:6]2.[CH2:12]([N:19]1[CH:27]=[C:26]2[C:21]([CH:22]=[C:23](B3OC(C)(C)C(C)(C)O3)[CH:24]=[CH:25]2)=[N:20]1)[C:13]1[CH:18]=[CH:17][CH:16]=[CH:15][CH:14]=1.C([O-])([O-])=O.[Na+].[Na+].O. The catalyst is CN(C=O)C.C1C=CC([P]([Pd]([P](C2C=CC=CC=2)(C2C=CC=CC=2)C2C=CC=CC=2)([P](C2C=CC=CC=2)(C2C=CC=CC=2)C2C=CC=CC=2)[P](C2C=CC=CC=2)(C2C=CC=CC=2)C2C=CC=CC=2)(C2C=CC=CC=2)C2C=CC=CC=2)=CC=1. The product is [CH2:12]([N:19]1[CH:27]=[C:26]2[C:21]([CH:22]=[C:23]([C:2]3[CH:3]=[CH:4][N:5]4[C:10]=3[C:9]([NH2:11])=[N:8][CH:7]=[N:6]4)[CH:24]=[CH:25]2)=[N:20]1)[C:13]1[CH:18]=[CH:17][CH:16]=[CH:15][CH:14]=1. The yield is 0.750. (3) The reactants are [NH2:1][C:2]1[CH:7]=[C:6]([NH:8][CH:9]2[CH2:11][CH2:10]2)[N:5]2[N:12]=[CH:13][C:14]([CH:15]=O)=[C:4]2[N:3]=1.[NH:17]1[CH2:23][C:21](=[O:22])[NH:20][C:18]1=[O:19].N1CCCCC1. The catalyst is C(O)C. The product is [NH2:1][C:2]1[CH:7]=[C:6]([NH:8][CH:9]2[CH2:10][CH2:11]2)[N:5]2[N:12]=[CH:13][C:14]([CH:15]=[C:23]3[NH:17][C:18](=[O:19])[NH:20][C:21]3=[O:22])=[C:4]2[N:3]=1. The yield is 0.440. (4) The reactants are [Cl:1][C:2]1[C:3]([N+:9]([O-])=O)=[C:4]([NH2:8])[CH:5]=[CH:6][CH:7]=1.[NH4+].[Cl-].CC(C)=O. The catalyst is [Zn].O. The product is [Cl:1][C:2]1[CH:7]=[CH:6][CH:5]=[C:4]([NH2:8])[C:3]=1[NH2:9]. The yield is 0.700. (5) The yield is 0.290. No catalyst specified. The reactants are [CH2:1]([N:4]1[C:8]2=[C:9]([Cl:13])[N:10]=[CH:11][CH:12]=[C:7]2[C:6]([CH3:14])=[C:5]1[CH3:15])[CH:2]=[CH2:3].[CH3:16][C:17]1[CH:24]=[CH:23][C:20]([CH2:21][NH2:22])=[CH:19][CH:18]=1. The product is [ClH:13].[CH2:1]([N:4]1[C:8]2=[C:9]([NH:22][CH2:21][C:20]3[CH:23]=[CH:24][C:17]([CH3:16])=[CH:18][CH:19]=3)[N:10]=[CH:11][CH:12]=[C:7]2[C:6]([CH3:14])=[C:5]1[CH3:15])[CH:2]=[CH2:3]. (6) The yield is 0.810. The reactants are C(N[C:6](=[O:38])[C:7]([NH:34]C(=O)C)([CH:21]1[CH2:26][CH2:25][CH:24]([C:27]2[CH:32]=[CH:31][C:30]([Cl:33])=[CH:29][CH:28]=2)[CH2:23][CH2:22]1)[CH2:8][CH2:9][CH2:10][CH2:11][B:12]1[O:16]C(C)(C)C(C)(C)[O:13]1)(C)(C)C.[OH2:39]. The catalyst is Cl. The product is [NH2:34][C:7]([CH:21]1[CH2:22][CH2:23][CH:24]([C:27]2[CH:32]=[CH:31][C:30]([Cl:33])=[CH:29][CH:28]=2)[CH2:25][CH2:26]1)([CH2:8][CH2:9][CH2:10][CH2:11][B:12]([OH:13])[OH:16])[C:6]([OH:38])=[O:39].